Dataset: Catalyst prediction with 721,799 reactions and 888 catalyst types from USPTO. Task: Predict which catalyst facilitates the given reaction. (1) Reactant: C(O)(C)C.[CH2:5]=[CH:6][C:7]1[CH:12]=[CH:11][CH:10]=[CH:9][CH:8]=1.[CH:13]([S:21]([O-:24])(=[O:23])=[O:22])=[CH:14][C:15]1[CH:20]=[CH:19][CH:18]=[CH:17][CH:16]=1.[Na+:25].S(OOS([O-])(=O)=O)([O-])(=O)=O.[NH4+].[NH4+]. Product: [CH2:5]=[CH:6][C:7]1[CH:12]=[CH:11][CH:10]=[CH:9][CH:8]=1.[CH:13]([S:21]([O-:24])(=[O:22])=[O:23])=[CH:14][C:15]1[CH:20]=[CH:19][CH:18]=[CH:17][CH:16]=1.[Na+:25]. The catalyst class is: 6. (2) Reactant: CCN(C(C)C)C(C)C.[CH:10]1([N:13]2[CH:17]=[C:16]([C:18]([OH:20])=O)[N:15]=[N:14]2)[CH2:12][CH2:11]1.C1C=CC2N(O)N=NC=2C=1.CCN=C=NCCCN(C)C.Cl.[NH2:43][CH2:44][C:45]([N:47]1[CH2:52][CH2:51][N:50]([C:53](=[O:62])[C:54]2[CH:59]=[C:58]([F:60])[CH:57]=[CH:56][C:55]=2[Cl:61])[CH2:49][CH2:48]1)=[O:46].ClC1C=CC(F)=CC=1C(O)=O. Product: [Cl:61][C:55]1[CH:56]=[CH:57][C:58]([F:60])=[CH:59][C:54]=1[C:53]([N:50]1[CH2:49][CH2:48][N:47]([C:45](=[O:46])[CH2:44][NH:43][C:18]([C:16]2[N:15]=[N:14][N:13]([CH:10]3[CH2:11][CH2:12]3)[CH:17]=2)=[O:20])[CH2:52][CH2:51]1)=[O:62]. The catalyst class is: 18. (3) Reactant: [CH3:1][C:2]1[CH:10]=[CH:9][C:8]2[N:7]([CH2:11][CH2:12][C:13]3[CH:14]=[N:15][C:16]([CH3:19])=[CH:17][CH:18]=3)[C:6]3[CH2:20][CH2:21][N:22](C(OCC(Cl)(Cl)Cl)=O)[CH2:23][C:5]=3[C:4]=2[CH:3]=1.N. Product: [CH3:1][C:2]1[CH:10]=[CH:9][C:8]2[N:7]([CH2:11][CH2:12][C:13]3[CH:14]=[N:15][C:16]([CH3:19])=[CH:17][CH:18]=3)[C:6]3[CH2:20][CH2:21][NH:22][CH2:23][C:5]=3[C:4]=2[CH:3]=1. The catalyst class is: 183. (4) Reactant: [Br:1][C:2]1[S:6][C:5]([NH:7][C:8](=[O:14])[O:9][C:10]([CH3:13])([CH3:12])[CH3:11])=[N:4][CH:3]=1.[CH:15](O)([CH3:17])[CH3:16].C1(P(C2C=CC=CC=2)C2C=CC=CC=2)C=CC=CC=1.N(C(OCC)=O)=NC(OCC)=O. Product: [Br:1][C:2]1[S:6][C:5]([N:7]([CH:15]([CH3:17])[CH3:16])[C:8](=[O:14])[O:9][C:10]([CH3:11])([CH3:13])[CH3:12])=[N:4][CH:3]=1. The catalyst class is: 1. (5) Reactant: [CH3:1][N:2]1[CH:6]=[C:5]([C:7](Cl)=[O:8])[C:4]([C:10]([F:13])([F:12])[F:11])=[N:3]1.[NH2:14][C:15]1[CH:20]=[CH:19][CH:18]=[CH:17][C:16]=1[CH2:21][OH:22].C(N(CC)CC)C.O. Product: [OH:22][CH2:21][C:16]1[CH:17]=[CH:18][CH:19]=[CH:20][C:15]=1[NH:14][C:7]([C:5]1[C:4]([C:10]([F:13])([F:12])[F:11])=[N:3][N:2]([CH3:1])[CH:6]=1)=[O:8]. The catalyst class is: 7. (6) Product: [Br:17][CH:18]([CH3:24])/[CH:19]=[CH:20]/[C:21]([N:4]1[CH2:5][CH2:6][N:1]([C:7]2[C:16]3[C:11](=[CH:12][CH:13]=[CH:14][CH:15]=3)[N:10]=[CH:9][CH:8]=2)[CH2:2][CH2:3]1)=[O:22]. The catalyst class is: 4. Reactant: [N:1]1([C:7]2[C:16]3[C:11](=[CH:12][CH:13]=[CH:14][CH:15]=3)[N:10]=[CH:9][CH:8]=2)[CH2:6][CH2:5][NH:4][CH2:3][CH2:2]1.[Br:17][CH:18]([CH3:24])/[CH:19]=[CH:20]/[C:21](Cl)=[O:22].